From a dataset of Forward reaction prediction with 1.9M reactions from USPTO patents (1976-2016). Predict the product of the given reaction. (1) The product is: [C:18]([O:17][CH2:1][CH:2]=[CH:10][CH:15]=[CH:14][CH:13]=[CH:12][CH3:11])(=[O:26])[CH3:19]. Given the reactants [C:1]([OH:17])(=O)[C:2]([C:10]1[CH:15]=[CH:14][CH:13]=[CH:12][CH:11]=1)(C1C=CC=CC=1)O.[CH2:18]([OH:26])[CH:19]=CC=CC=CC.C([O-])(=O)C1C=CC=CC=1, predict the reaction product. (2) Given the reactants [F:1][C:2]1[CH:7]=[CH:6][C:5]([N:8]2[C:16]3[C:11](=[CH:12][C:13]([O:17][C@H:18]([C:22]4[CH:27]=[CH:26][CH:25]=[C:24]([O:28][CH3:29])[CH:23]=4)[C@@H:19]([NH2:21])[CH3:20])=[CH:14][CH:15]=3)[CH:10]=[N:9]2)=[CH:4][CH:3]=1.[S:30]1[C:34]2[CH:35]=[CH:36][CH:37]=[CH:38][C:33]=2[N:32]=[C:31]1[C:39](O)=[O:40], predict the reaction product. The product is: [F:1][C:2]1[CH:3]=[CH:4][C:5]([N:8]2[C:16]3[C:11](=[CH:12][C:13]([O:17][C@H:18]([C:22]4[CH:27]=[CH:26][CH:25]=[C:24]([O:28][CH3:29])[CH:23]=4)[C@@H:19]([NH:21][C:39]([C:31]4[S:30][C:34]5[CH:35]=[CH:36][CH:37]=[CH:38][C:33]=5[N:32]=4)=[O:40])[CH3:20])=[CH:14][CH:15]=3)[CH:10]=[N:9]2)=[CH:6][CH:7]=1.